This data is from Full USPTO retrosynthesis dataset with 1.9M reactions from patents (1976-2016). The task is: Predict the reactants needed to synthesize the given product. (1) The reactants are: Cl.[NH2:2][CH2:3][C:4]1[CH:13]=[CH:12][C:7]([C:8]([O:10][CH3:11])=[O:9])=[CH:6][N:5]=1.C(N(C(C)C)C(C)C)C.[C:23](Cl)(=[O:27])[CH:24]([CH3:26])[CH3:25]. Given the product [C:23]([NH:2][CH2:3][C:4]1[CH:13]=[CH:12][C:7]([C:8]([O:10][CH3:11])=[O:9])=[CH:6][N:5]=1)(=[O:27])[CH:24]([CH3:26])[CH3:25], predict the reactants needed to synthesize it. (2) Given the product [Cl:7][C:6]1[S:5][C:4]([S:8]([NH:11][C:12]2[CH:21]=[CH:20][C:15]([C:16]([O:18][CH3:19])=[O:17])=[C:14]([OH:22])[CH:13]=2)(=[O:10])=[O:9])=[CH:3][C:2]=1[C:26]1[CH:27]=[CH:28][CH:29]=[CH:30][C:25]=1[CH2:24][OH:23], predict the reactants needed to synthesize it. The reactants are: Br[C:2]1[CH:3]=[C:4]([S:8]([NH:11][C:12]2[CH:21]=[CH:20][C:15]([C:16]([O:18][CH3:19])=[O:17])=[C:14]([OH:22])[CH:13]=2)(=[O:10])=[O:9])[S:5][C:6]=1[Cl:7].[OH:23][CH2:24][C:25]1[CH:30]=[CH:29][CH:28]=[CH:27][C:26]=1B(O)O. (3) Given the product [C:25]1([CH:22]([NH:21][C:13]2[C:12]3[C:11]4[CH2:10][CH2:9][NH:8][CH2:20][C:19]=4[S:18][C:17]=3[N:16]=[CH:15][N:14]=2)[CH2:23][OH:24])[CH:30]=[CH:29][CH:28]=[CH:27][CH:26]=1, predict the reactants needed to synthesize it. The reactants are: C(OC([N:8]1[CH2:20][C:19]2[S:18][C:17]3[N:16]=[CH:15][N:14]=[C:13]([NH:21][CH:22]([C:25]4[CH:30]=[CH:29][CH:28]=[CH:27][CH:26]=4)[CH2:23][OH:24])[C:12]=3[C:11]=2[CH2:10][CH2:9]1)=O)(C)(C)C.C(O)(C(F)(F)F)=O.C(=O)(O)[O-].[Na+]. (4) Given the product [CH3:15][N:8]1[C:9]2[C:5](=[C:4]([N+:1]([O-:3])=[O:2])[CH:12]=[CH:11][CH:10]=2)[CH:6]=[N:7]1, predict the reactants needed to synthesize it. The reactants are: [N+:1]([C:4]1[CH:12]=[CH:11][CH:10]=[C:9]2[C:5]=1[CH:6]=[N:7][NH:8]2)([O-:3])=[O:2].[H-].[Na+].[CH3:15]I.